From a dataset of Reaction yield outcomes from USPTO patents with 853,638 reactions. Predict the reaction yield, written as a fraction of the theoretical maximum amount of product (1.0 means a 100% yield; for example, 0.34 means a 34% yield). (1) The reactants are [F:1][C:2]1[CH:8]=[C:7]([I:9])[CH:6]=[CH:5][C:3]=1[NH2:4].[F:10][C:11]1[CH:16]=[C:15]([O:17][CH2:18][CH2:19][O:20][CH3:21])[C:14]([N+:22]([O-:24])=[O:23])=[C:13](F)[C:12]=1[F:26]. No catalyst specified. The product is [F:26][C:12]1[C:11]([F:10])=[CH:16][C:15]([O:17][CH2:18][CH2:19][O:20][CH3:21])=[C:14]([N+:22]([O-:24])=[O:23])[C:13]=1[NH:4][C:3]1[CH:5]=[CH:6][C:7]([I:9])=[CH:8][C:2]=1[F:1]. The yield is 0.320. (2) The reactants are N[C:2]1[NH:6][N:5]=[C:4]([CH3:7])[C:3]=1[C:8]([O:10][CH2:11][CH3:12])=[O:9].S(=O)(=O)(O)O.N([O-])=O.[Na+].[I-:22].[K+]. The catalyst is O. The product is [I:22][C:2]1[NH:6][N:5]=[C:4]([CH3:7])[C:3]=1[C:8]([O:10][CH2:11][CH3:12])=[O:9]. The yield is 0.600. (3) The reactants are [OH:1][CH2:2][CH:3]([O:8][CH3:9])[C:4]([NH:6][CH3:7])=[O:5].CCN(C(C)C)C(C)C.[CH3:19][S:20](Cl)(=[O:22])=[O:21]. The catalyst is ClCCl. The product is [CH3:19][S:20]([O:1][CH2:2][CH:3]([O:8][CH3:9])[C:4]([NH:6][CH3:7])=[O:5])(=[O:22])=[O:21]. The yield is 0.600. (4) The yield is 0.588. The product is [CH3:1][C:2]1[C:10]2[C:5](=[N:6][CH:7]=[C:8]([C:24]3[CH:29]=[CH:28][CH:27]=[CH:26][CH:25]=3)[C:9]=2[N:11]2[CH2:16][CH2:15][N:14]([C:17]([O:19][C:20]([CH3:23])([CH3:21])[CH3:22])=[O:18])[CH2:13][CH2:12]2)[NH:4][CH:3]=1. The catalyst is O. The reactants are [CH3:1][C:2]1[C:10]2[C:5](=[N:6][CH:7]=[C:8]([C:24]3[CH:29]=[CH:28][CH:27]=[CH:26][CH:25]=3)[C:9]=2[N:11]2[CH2:16][CH2:15][N:14]([C:17]([O:19][C:20]([CH3:23])([CH3:22])[CH3:21])=[O:18])[CH2:13][CH2:12]2)[N:4](S(C2C=CC=CC=2)(=O)=O)[CH:3]=1.C1COCC1.CO.[Li+].[OH-].